This data is from Catalyst prediction with 721,799 reactions and 888 catalyst types from USPTO. The task is: Predict which catalyst facilitates the given reaction. Reactant: [CH3:1][N:2]1[CH2:7][CH2:6][N:5]([CH:8]2[C:16]3[C:11](=[CH:12][C:13]([C:17](OC)=[O:18])=[CH:14][CH:15]=3)[CH2:10][CH2:9]2)[CH2:4][CH2:3]1.[N:21]1[CH:26]=[CH:25][C:24]([C:27]2[CH:28]=[N:29][CH:30]=[N:31][CH:32]=2)=[N:23][C:22]=1[NH:33][C:34]1[CH:35]=[C:36]([NH2:41])[CH:37]=[CH:38][C:39]=1[CH3:40].C[Al](C)C.C(C(C(C([O-])=O)O)O)([O-])=O.[Na+].[K+]. Product: [N:21]1[CH:26]=[CH:25][C:24]([C:27]2[CH:28]=[N:29][CH:30]=[N:31][CH:32]=2)=[N:23][C:22]=1[NH:33][C:34]1[CH:35]=[C:36]([NH:41][C:17]([C:13]2[CH:12]=[C:11]3[C:16](=[CH:15][CH:14]=2)[CH:8]([N:5]2[CH2:4][CH2:3][N:2]([CH3:1])[CH2:7][CH2:6]2)[CH2:9][CH2:10]3)=[O:18])[CH:37]=[CH:38][C:39]=1[CH3:40]. The catalyst class is: 11.